Predict which catalyst facilitates the given reaction. From a dataset of Catalyst prediction with 721,799 reactions and 888 catalyst types from USPTO. (1) Reactant: O[C:2]1([C:9]2[CH:14]=[CH:13][CH:12]=[C:11](SC)[CH:10]=2)[CH2:7][CH2:6][C:5](=[O:8])[CH2:4][CH2:3]1.[CH3:17]C[N+](S(N=C(OC)[O-])(=O)=O)(CC)CC.O.O[O:34][S:35]([O-:37])=O.[K+]. Product: [CH3:17][S:35]([C:11]1[CH:10]=[C:9]([C:2]2[CH2:7][CH2:6][C:5](=[O:8])[CH2:4][CH:3]=2)[CH:14]=[CH:13][CH:12]=1)(=[O:37])=[O:34]. The catalyst class is: 36. (2) Reactant: [CH3:1][NH:2][C:3]1[CH:8]=[CH:7][C:6]([N+:9]([O-:11])=[O:10])=[C:5]([N:12]2[CH2:17][CH2:16][CH2:15][CH2:14][CH2:13]2)[CH:4]=1.C(N(CC)CC)C.[C:25](OC(=O)C)(=[O:27])[CH3:26]. Product: [CH3:1][N:2]([C:3]1[CH:8]=[CH:7][C:6]([N+:9]([O-:11])=[O:10])=[C:5]([N:12]2[CH2:17][CH2:16][CH2:15][CH2:14][CH2:13]2)[CH:4]=1)[C:25](=[O:27])[CH3:26]. The catalyst class is: 366. (3) The catalyst class is: 110. Product: [C:16]([C:18]1[N:22]([CH3:23])[C:21]([C:2]2[CH:7]=[CH:6][C:5]([S:8]([NH:11][CH:12]([CH3:14])[CH3:13])(=[O:10])=[O:9])=[CH:4][C:3]=2[F:15])=[CH:20][CH:19]=1)#[N:17]. Reactant: Br[C:2]1[CH:7]=[CH:6][C:5]([S:8]([NH:11][CH:12]([CH3:14])[CH3:13])(=[O:10])=[O:9])=[CH:4][C:3]=1[F:15].[C:16]([C:18]1[N:22]([CH3:23])[C:21](B(O)O)=[CH:20][CH:19]=1)#[N:17].[F-].[K+].C(P(C(C)(C)C)C(C)(C)C)(C)(C)C. (4) Reactant: [Br:1][C:2]1[C:3]([CH3:10])=[C:4]([NH2:9])[C:5]([CH3:8])=[N:6][CH:7]=1.N1C=CC=CC=1.[F:17][C:18]1[CH:23]=[C:22]([F:24])[CH:21]=[CH:20][C:19]=1[S:25](Cl)(=[O:27])=[O:26].[OH-].[Na+].Cl. Product: [Br:1][C:2]1[C:3]([CH3:10])=[C:4]([NH:9][S:25]([C:19]2[CH:20]=[CH:21][C:22]([F:24])=[CH:23][C:18]=2[F:17])(=[O:27])=[O:26])[C:5]([CH3:8])=[N:6][CH:7]=1. The catalyst class is: 5.